Dataset: Catalyst prediction with 721,799 reactions and 888 catalyst types from USPTO. Task: Predict which catalyst facilitates the given reaction. Reactant: [CH2:1]([N:8]1[CH2:13][CH2:12][CH2:11][CH2:10][CH:9]1[CH2:14]O)[C:2]1[CH:7]=[CH:6][CH:5]=[CH:4][CH:3]=1.Cl.S(Cl)([Cl:19])=O. Product: [CH2:1]([N:8]1[CH2:13][CH2:12][CH2:11][CH2:10][CH:9]1[CH2:14][Cl:19])[C:2]1[CH:7]=[CH:6][CH:5]=[CH:4][CH:3]=1. The catalyst class is: 158.